Task: Predict which catalyst facilitates the given reaction.. Dataset: Catalyst prediction with 721,799 reactions and 888 catalyst types from USPTO (1) Reactant: [CH3:1][O:2][C:3]1[CH:8]=[C:7](F)[CH:6]=[CH:5][C:4]=1[N+:10]([O-:12])=[O:11].[NH:13]1[CH2:18][CH2:17][NH:16][CH2:15][CH2:14]1. Product: [CH3:1][O:2][C:3]1[CH:8]=[C:7]([N:13]2[CH2:18][CH2:17][NH:16][CH2:15][CH2:14]2)[CH:6]=[CH:5][C:4]=1[N+:10]([O-:12])=[O:11]. The catalyst class is: 12. (2) Reactant: Cl.[CH3:2][NH:3][C:4]1([C:14]2[CH:19]=[CH:18][CH:17]=[CH:16][CH:15]=2)[CH2:13][CH2:12][C:7]2(OCC[O:8]2)[CH2:6][CH2:5]1. Product: [CH3:2][NH:3][C:4]1([C:14]2[CH:15]=[CH:16][CH:17]=[CH:18][CH:19]=2)[CH2:13][CH2:12][C:7](=[O:8])[CH2:6][CH2:5]1. The catalyst class is: 6. (3) The catalyst class is: 28. Product: [CH2:23]([O:22][C:20]([C:14]1([CH:12]=[CH2:13])[CH2:19][O:18][CH2:17][O:16][CH2:15]1)=[O:21])[CH3:24]. Reactant: S(O[CH:12]([C:14]1([C:20]([O:22][CH2:23][CH3:24])=[O:21])[CH2:19][O:18][CH2:17][O:16][CH2:15]1)[CH3:13])(C1C=CC(C)=CC=1)(=O)=O.C1CCN2C(=NCCC2)CC1. (4) Reactant: C(NC(C)C)(C)C.[F:8][C:9]1[CH:14]=[CH:13][CH:12]=[C:11]([F:15])[N:10]=1.C([Li])CCC.Cl[Si:22]([CH3:25])([CH3:24])[CH3:23]. Product: [F:8][C:9]1[C:14]([Si:22]([CH3:25])([CH3:24])[CH3:23])=[CH:13][CH:12]=[C:11]([F:15])[N:10]=1. The catalyst class is: 30. (5) Reactant: C[O:2][C:3]([C:5]1[C:10]([CH3:11])=[CH:9][CH:8]=[CH:7][N:6]=1)=O.[H-].[Al+3].[Li+].[H-].[H-].[H-]. Product: [OH:2][CH2:3][C:5]1[C:10]([CH3:11])=[CH:9][CH:8]=[CH:7][N:6]=1. The catalyst class is: 1. (6) Reactant: [CH3:13][C:12]([O:11][C:9](O[C:9]([O:11][C:12]([CH3:15])([CH3:14])[CH3:13])=[O:10])=[O:10])([CH3:15])[CH3:14].[NH2:16][C@@H:17]1[CH2:19][C@H:18]1[C:20]1[CH:25]=[CH:24][C:23]([OH:26])=[CH:22][CH:21]=1.CCN(CC)CC. Product: [OH:26][C:23]1[CH:22]=[CH:21][C:20]([C@@H:18]2[CH2:19][C@H:17]2[NH:16][C:9](=[O:10])[O:11][C:12]([CH3:13])([CH3:14])[CH3:15])=[CH:25][CH:24]=1. The catalyst class is: 1. (7) Reactant: [NH2:1][C:2]1[S:3][C:4]2[CH:10]=[CH:9][CH:8]=[CH:7][C:5]=2[N:6]=1.[CH3:11][O:12][C:13]1[CH:21]=[CH:20][C:16]([C:17](Cl)=[O:18])=[CH:15][CH:14]=1.C(=O)([O-])[O-].[K+].[K+].Br[CH:29]([CH2:34][CH3:35])[C:30]([O:32][CH3:33])=[O:31]. Product: [CH3:11][O:12][C:13]1[CH:21]=[CH:20][C:16]([C:17]([N:1]=[C:2]2[N:6]([CH:29]([CH2:34][CH3:35])[C:30]([O:32][CH3:33])=[O:31])[C:5]3[CH:7]=[CH:8][CH:9]=[CH:10][C:4]=3[S:3]2)=[O:18])=[CH:15][CH:14]=1. The catalyst class is: 213.